From a dataset of Forward reaction prediction with 1.9M reactions from USPTO patents (1976-2016). Predict the product of the given reaction. (1) The product is: [CH2:3]([O:13][CH2:16][C:17]1[N:21]2[C:22]3[C:27]([CH:28]=[CH:29][C:20]2=[CH:19][CH:18]=1)=[CH:26][CH:25]=[CH:24][CH:23]=3)[CH2:4][CH2:5][CH2:6][CH2:7][CH2:8][CH2:9][CH2:10][CH2:11][CH3:12]. Given the reactants [F-].[Cs+].[CH2:3]([OH:13])[CH2:4][CH2:5][CH2:6][CH2:7][CH2:8][CH2:9][CH2:10][CH2:11][CH3:12].C[Si](C)(C)[C:16]#[C:17]/[CH:18]=[CH:19]\[C:20]1[CH:29]=[CH:28][C:27]2[C:22](=[CH:23][CH:24]=[CH:25][CH:26]=2)[N:21]=1, predict the reaction product. (2) The product is: [F:8][C:6]1[C:5]([F:9])=[C:4]([N:15]2[CH2:16][CH2:17][CH2:18][N:12]([C:19]([O:21][C:22]([CH3:25])([CH3:24])[CH3:23])=[O:20])[CH2:13][CH2:14]2)[C:3]([F:11])=[C:2]([F:1])[N:7]=1. Given the reactants [F:1][C:2]1[N:7]=[C:6]([F:8])[C:5]([F:9])=[C:4](F)[C:3]=1[F:11].[N:12]1([C:19]([O:21][C:22]([CH3:25])([CH3:24])[CH3:23])=[O:20])[CH2:18][CH2:17][CH2:16][NH:15][CH2:14][CH2:13]1.C(N(CC)CC)C.C(=O)([O-])O.[Na+], predict the reaction product. (3) Given the reactants C(OC([N:8]1[CH2:13][CH2:12][CH:11]([S:14][C:15]2[CH:16]=[C:17]3[C:22](=[CH:23][C:24]=2[Cl:25])[CH:21]=[N:20][CH:19]=[CH:18]3)[CH2:10][CH2:9]1)=O)(C)(C)C.Cl, predict the reaction product. The product is: [ClH:25].[Cl:25][C:24]1[CH:23]=[C:22]2[C:17]([CH:18]=[CH:19][N:20]=[CH:21]2)=[CH:16][C:15]=1[S:14][CH:11]1[CH2:12][CH2:13][NH:8][CH2:9][CH2:10]1. (4) Given the reactants [CH2:1]([O:3][C:4]([C:6]1[CH:7]=[N:8][C:9]2[C:14]([C:15]=1Cl)=[CH:13][CH:12]=[CH:11][C:10]=2[O:17][CH3:18])=[O:5])[CH3:2].[CH3:19][CH:20]1[CH2:25][CH2:24][CH:23]([NH2:26])[CH2:22][CH2:21]1, predict the reaction product. The product is: [CH2:1]([O:3][C:4]([C:6]1[CH:7]=[N:8][C:9]2[C:14]([C:15]=1[NH:26][CH:23]1[CH2:24][CH2:25][CH:20]([CH3:19])[CH2:21][CH2:22]1)=[CH:13][CH:12]=[CH:11][C:10]=2[O:17][CH3:18])=[O:5])[CH3:2]. (5) Given the reactants [Cl:1][C:2]1[CH:42]=[CH:41][C:5]([O:6][C:7]2[CH:12]=[CH:11][C:10]([N:13]3[CH:17]([C:18]4[CH:23]=[CH:22][CH:21]=[C:20]([C:24]([F:27])([F:26])[F:25])[CH:19]=4)[CH2:16][N:15]([CH2:28][C:29]([NH:31][CH2:32][C:33]([O:35]C(C)(C)C)=[O:34])=[O:30])[C:14]3=[O:40])=[CH:9][CH:8]=2)=[CH:4][CH:3]=1, predict the reaction product. The product is: [Cl:1][C:2]1[CH:3]=[CH:4][C:5]([O:6][C:7]2[CH:8]=[CH:9][C:10]([N:13]3[CH:17]([C:18]4[CH:23]=[CH:22][CH:21]=[C:20]([C:24]([F:27])([F:25])[F:26])[CH:19]=4)[CH2:16][N:15]([CH2:28][C:29]([NH:31][CH2:32][C:33]([OH:35])=[O:34])=[O:30])[C:14]3=[O:40])=[CH:11][CH:12]=2)=[CH:41][CH:42]=1. (6) Given the reactants [F:1][C:2]([F:23])([F:22])[C:3]1[CH:4]=[C:5]([NH:9][C:10]([C:12]2[C:16]3[CH:17]=[CH:18][C:19]([OH:21])=[CH:20][C:15]=3[O:14][N:13]=2)=[O:11])[CH:6]=[CH:7][CH:8]=1.[Cl:24][C:25]1[N:30]=[C:29](Cl)[CH:28]=[CH:27][N:26]=1.[O-]P([O-])([O-])=O.[K+].[K+].[K+], predict the reaction product. The product is: [F:23][C:2]([F:1])([F:22])[C:3]1[CH:4]=[C:5]([NH:9][C:10]([C:12]2[C:16]3[CH:17]=[CH:18][C:19]([O:21][C:27]4[CH:28]=[CH:29][N:30]=[C:25]([Cl:24])[N:26]=4)=[CH:20][C:15]=3[O:14][N:13]=2)=[O:11])[CH:6]=[CH:7][CH:8]=1. (7) The product is: [F:1][C:2]([F:12])([F:11])[O:3][C:4]1[CH:9]=[CH:8][C:7]([O:19][C:13]2[CH:18]=[CH:17][CH:16]=[CH:15][CH:14]=2)=[CH:6][CH:5]=1. Given the reactants [F:1][C:2]([F:12])([F:11])[O:3][C:4]1[CH:9]=[CH:8][C:7](Br)=[CH:6][CH:5]=1.[C:13]1([OH:19])[CH:18]=[CH:17][CH:16]=[CH:15][CH:14]=1.C(=O)([O-])[O-].[K+].[K+], predict the reaction product. (8) Given the reactants [Cl:1][C:2]1[CH:3]=[C:4]([CH:7]=[CH:8][CH:9]=1)[CH:5]=[O:6].[F:10][C:11]([Si](C)(C)C)([F:13])[F:12].[F-].C([N+](CCCC)(CCCC)CCCC)CCC, predict the reaction product. The product is: [Cl:1][C:2]1[CH:9]=[CH:8][CH:7]=[C:4]([CH:5]([OH:6])[C:11]([F:13])([F:12])[F:10])[CH:3]=1. (9) Given the reactants [OH:1][N:2]=[CH:3][C:4]1[CH:16]=[CH:15][C:7]([C:8]([NH:10][CH:11]=[N:12][O:13][CH3:14])=[O:9])=[C:6]([CH3:17])[CH:5]=1.ClN1C(=O)CCC1=O.[Cl:26][C:27]1[CH:28]=[C:29]([C:37]([C:39]([F:42])([F:41])[F:40])=[CH2:38])[CH:30]=[C:31]([C:33]([F:36])([F:35])[F:34])[CH:32]=1.C(=O)([O-])O.[K+], predict the reaction product. The product is: [Cl:26][C:27]1[CH:28]=[C:29]([C:37]2([C:39]([F:40])([F:41])[F:42])[O:1][N:2]=[C:3]([C:4]3[CH:16]=[CH:15][C:7]([C:8]([NH:10][CH:11]=[N:12][O:13][CH3:14])=[O:9])=[C:6]([CH3:17])[CH:5]=3)[CH2:38]2)[CH:30]=[C:31]([C:33]([F:34])([F:35])[F:36])[CH:32]=1.